The task is: Predict the product of the given reaction.. This data is from Forward reaction prediction with 1.9M reactions from USPTO patents (1976-2016). (1) Given the reactants [CH3:1][Al](C)C.[Cl:5][CH2:6][CH2:7][CH2:8][CH2:9][C:10]#[CH:11].[F:12][C:13]1[CH:20]=[CH:19][C:16]([CH2:17]Cl)=[CH:15][CH:14]=1, predict the reaction product. The product is: [Cl:5][CH2:6][CH2:7][CH2:8][CH2:9]/[C:10](/[CH3:1])=[CH:11]/[CH2:17][C:16]1[CH:19]=[CH:20][C:13]([F:12])=[CH:14][CH:15]=1. (2) Given the reactants [NH2:1][C:2]1[CH:7]=[CH:6][CH:5]=[CH:4][C:3]=1[NH:8][C:9]1[S:10][C:11]([C:15]([O:17][CH2:18][CH3:19])=[O:16])=[C:12]([CH3:14])[N:13]=1.[C:20](Cl)(Cl)=[O:21].C(=O)(O)[O-].[Na+], predict the reaction product. The product is: [CH3:14][C:12]1[N:13]=[C:9]([N:8]2[C:3]3[CH:4]=[CH:5][CH:6]=[CH:7][C:2]=3[NH:1][C:20]2=[O:21])[S:10][C:11]=1[C:15]([O:17][CH2:18][CH3:19])=[O:16]. (3) Given the reactants [CH3:1][C:2]1[CH:7]=[CH:6][N:5]=[CH:4][N:3]=1.[OH2:8].C[OH:10].C(Cl)(Cl)Cl, predict the reaction product. The product is: [N:5]1[CH:6]=[CH:7][C:2]([C:1]([OH:10])=[O:8])=[N:3][CH:4]=1. (4) Given the reactants C(Cl)(=O)C(Cl)=O.CS(C)=O.[OH:11][CH2:12][CH2:13][CH:14]1[CH2:19][CH2:18][N:17]([C:20]2[CH:29]=[C:28]([C:30]([NH:32][CH2:33][C@H:34]3[CH2:39][CH2:38][C@H:37]([CH2:40][NH:41][C:42](=[O:48])[O:43][C:44]([CH3:47])([CH3:46])[CH3:45])[CH2:36][CH2:35]3)=[O:31])[C:27]3[C:22](=[CH:23][CH:24]=[CH:25][CH:26]=3)[N:21]=2)[CH2:16][CH2:15]1.C(=O)([O-])[O-].[Na+].[Na+], predict the reaction product. The product is: [O:11]=[CH:12][CH2:13][CH:14]1[CH2:19][CH2:18][N:17]([C:20]2[CH:29]=[C:28]([C:30]([NH:32][CH2:33][C@H:34]3[CH2:39][CH2:38][C@H:37]([CH2:40][NH:41][C:42](=[O:48])[O:43][C:44]([CH3:46])([CH3:45])[CH3:47])[CH2:36][CH2:35]3)=[O:31])[C:27]3[C:22](=[CH:23][CH:24]=[CH:25][CH:26]=3)[N:21]=2)[CH2:16][CH2:15]1.